Task: Regression/Classification. Given an antibody's heavy chain and light chain sequences, predict its developability. TAP uses regression for 5 developability metrics; SAbDab uses binary classification.. Dataset: Antibody developability classification from SAbDab with 2,409 antibodies (1) The antibody is ['KVQLQQSGAELVKPGASVKLSCKASGYTFTEYFIHWVKQRSGQGLEWIGWFYPGSGSLNYNGKFKDKATFTADKSSSTVYLELSRLTSEDSAVYFCASHAYDKEPYWGQGTLVTVSA', 'DVLMTQTPLSLPVSLGDQASISCRSSQSIVHSNGNTYLEWYLQKPGQSPKLLIYKVSNRFSGVPDRFSGSGSGTDFTLKINRVEAEDLGIYYCLQGSHVPLTFGAGTTLELK']. Result: 0 (not developable). (2) The antibody is ['ESVEESGGRLVTPGTPLTLTCTVSGFSLSTYTMNWVRQAPGKGLEWIGDIYTDGNTYYANWAKGRFTISKTSTTVDLKITSPTTEDTATYFCARDSWDASSYYGLDLWGQGTLVTVSS', 'AIKMTQTPSSVSAAVGGTVTINCQASEDIKRYLAWYQQKPGQPPKLLIYAASKLASGVSSRFKGSGSGTEYTLTISGVQCDDAATYYCQQGYTSSNVNNAFGGGTEVVVK']. Result: 1 (developable). (3) The antibody is ['5u3d', 'DIQMTQSPILLSASVGDRVTITCRASQDVNTAVAWYQQRTNGSPRLLIYSASFLYSGVPSRFSGSRSGTDFTLTISSLQPEDEADYYCQQHYTTPPTFGAGTKVEIK']. Result: 0 (not developable). (4) The antibody is ['4xbe', '4wy7_L']. Result: 0 (not developable).